From a dataset of Full USPTO retrosynthesis dataset with 1.9M reactions from patents (1976-2016). Predict the reactants needed to synthesize the given product. (1) Given the product [F:18][C:14]1[C:13]([C:19]2[N:20]=[CH:21][CH:22]=[CH:23][N:24]=2)=[C:12]([C:10]([N:4]2[CH2:5][CH2:6][CH2:7][C@@H:8]([CH3:9])[C@H:3]2[CH2:2][NH:1][C:26]2[CH:31]=[CH:30][C:29]([C:32]([F:35])([F:34])[F:33])=[CH:28][N:27]=2)=[O:11])[CH:17]=[CH:16][CH:15]=1, predict the reactants needed to synthesize it. The reactants are: [NH2:1][CH2:2][C@@H:3]1[C@H:8]([CH3:9])[CH2:7][CH2:6][CH2:5][N:4]1[C:10]([C:12]1[CH:17]=[CH:16][CH:15]=[C:14]([F:18])[C:13]=1[C:19]1[N:24]=[CH:23][CH:22]=[CH:21][N:20]=1)=[O:11].F[C:26]1[CH:31]=[CH:30][C:29]([C:32]([F:35])([F:34])[F:33])=[CH:28][N:27]=1. (2) Given the product [Br:32][C:33]1[CH:45]=[CH:44][C:43]2[C:42]3[C:37](=[CH:38][C:39]([Br:46])=[CH:40][CH:41]=3)[C:36]([C:2]3[CH:7]=[CH:6][CH:5]=[CH:4][C:3]=3[C:8]3[CH:9]=[CH:10][C:11]4[N:12]([C:21]5[CH:22]=[CH:23][CH:24]=[CH:25][CH:26]=5)[C:13]5[C:18]([C:19]=4[CH:20]=3)=[CH:17][CH:16]=[CH:15][CH:14]=5)([OH:47])[C:35]=2[CH:34]=1, predict the reactants needed to synthesize it. The reactants are: Br[C:2]1[CH:7]=[CH:6][CH:5]=[CH:4][C:3]=1[C:8]1[CH:9]=[CH:10][C:11]2[N:12]([C:21]3[CH:26]=[CH:25][CH:24]=[CH:23][CH:22]=3)[C:13]3[C:18]([C:19]=2[CH:20]=1)=[CH:17][CH:16]=[CH:15][CH:14]=3.C([Li])CCC.[Br:32][C:33]1[CH:45]=[CH:44][C:43]2[C:42]3[C:37](=[CH:38][C:39]([Br:46])=[CH:40][CH:41]=3)[C:36](=[O:47])[C:35]=2[CH:34]=1.